Task: Predict the reactants needed to synthesize the given product.. Dataset: Full USPTO retrosynthesis dataset with 1.9M reactions from patents (1976-2016) (1) Given the product [CH3:12][C:13]([CH3:16])([CH3:15])[CH2:14][S:8][C:5]1[CH:6]=[CH:7][C:2]([CH3:1])=[CH:3][CH:4]=1, predict the reactants needed to synthesize it. The reactants are: [CH3:1][C:2]1[CH:7]=[CH:6][C:5]([SH:8])=[CH:4][CH:3]=1.[H-].[Na+].I[CH2:12][C:13]([CH3:16])([CH3:15])[CH3:14]. (2) Given the product [CH3:14][O:13][C:12]1[CH:11]=[C:10]2[C:6](=[CH:5][C:4]=1[O:3][CH3:2])[CH:7]([CH3:16])[CH2:8][CH2:9]2, predict the reactants needed to synthesize it. The reactants are: Cl.[CH3:2][O:3][C:4]1[CH:5]=[C:6]2[C:10](=[CH:11][C:12]=1[O:13][CH3:14])[C:9](=O)[CH2:8][CH:7]2[CH3:16].